This data is from Catalyst prediction with 721,799 reactions and 888 catalyst types from USPTO. The task is: Predict which catalyst facilitates the given reaction. (1) Reactant: [CH2:1]1[O:9][C:8]2[CH:7]=[CH:6][C:5]([CH3:10])=[CH:4][C:3]=2[O:2]1.[N+:11]([O-])([OH:13])=[O:12]. The catalyst class is: 15. Product: [N+:11]([C:6]1[CH:7]=[C:8]2[O:9][CH2:1][O:2][C:3]2=[CH:4][C:5]=1[CH3:10])([O-:13])=[O:12]. (2) Reactant: Br[C:2]1[CH:7]=[CH:6][CH:5]=[C:4](Br)[C:3]=1[Br:9].[CH3:10][C:11]([CH3:17])=[C:12]1[CH:16]=[CH:15][CH:14]=[CH:13]1.C([Li])CCC.[Cl-].[NH4+]. Product: [Br:9][C:3]1[CH:2]=[CH:7][CH:6]=[C:5]2[C:4]=1[CH:13]1[C:12](=[C:11]([CH3:17])[CH3:10])[CH:16]2[CH:15]=[CH:14]1. The catalyst class is: 11. (3) Reactant: [C:1]([OH:13])(=O)/[CH:2]=[CH:3]/[CH:4]=[CH:5]/[CH2:6][CH2:7][C:8]#[C:9][C:10]#[CH:11].C(N(CC)CC)C.Cl.C(N=C=NCCCN(C)C)C.O.N1(O)C2C=CC=CC=2N=N1.[CH3:44][CH:45]([CH3:48])[CH2:46][NH2:47]. Product: [CH2:46]([NH:47][C:1](=[O:13])/[CH:2]=[CH:3]/[CH:4]=[CH:5]/[CH2:6][CH2:7][C:8]#[C:9][C:10]#[CH:11])[CH:45]([CH3:48])[CH3:44]. The catalyst class is: 18. (4) Reactant: [C:1]([O:5][C:6]([N:8]1[CH2:13][CH2:12][NH:11][CH:10](CC)[CH2:9]1)=[O:7])([CH3:4])([CH3:3])[CH3:2].N1[CH:21]=[CH:20]C=CC=1.[Cl:22][C:23](Cl)([O:25]C(=O)OC(Cl)(Cl)Cl)Cl. Product: [C:1]([O:5][C:6]([N:8]1[CH2:9][CH2:10][N:11]([C:23]([Cl:22])=[O:25])[CH2:12][CH:13]1[CH2:20][CH3:21])=[O:7])([CH3:2])([CH3:3])[CH3:4]. The catalyst class is: 2. (5) Reactant: Cl[C:2]1[N:7]=[CH:6][N:5]=[C:4]([NH:8][C:9]2[CH:14]=[CH:13][C:12]([N:15]3[CH2:20][CH2:19][N:18]([CH:21]4[CH2:24][O:23][CH2:22]4)[CH2:17][CH2:16]3)=[CH:11][CH:10]=2)[N:3]=1.[NH2:25][C:26]1[CH:33]=[CH:32][C:31](B2OC(C)(C)C(C)(C)O2)=[CH:30][C:27]=1[C:28]#[N:29].C(=O)([O-])[O-].[K+].[K+]. Product: [NH2:25][C:26]1[CH:33]=[CH:32][C:31]([C:2]2[N:3]=[C:4]([NH:8][C:9]3[CH:14]=[CH:13][C:12]([N:15]4[CH2:20][CH2:19][N:18]([CH:21]5[CH2:24][O:23][CH2:22]5)[CH2:17][CH2:16]4)=[CH:11][CH:10]=3)[N:5]=[CH:6][N:7]=2)=[CH:30][C:27]=1[C:28]#[N:29]. The catalyst class is: 117. (6) Reactant: [C:1]([C:5]1[CH:10]=[CH:9][C:8]([C:11]2[CH:12]=[CH:13][CH:14]=[C:15]3[C:19]=2[C:18](=O)[CH:17]([CH2:21][C:22]([CH3:25])([CH3:24])[CH3:23])[CH2:16]3)=[CH:7][CH:6]=1)([CH3:4])([CH3:3])[CH3:2].[BH4-].[Na+].CO.S(=O)(=O)(O)O. Product: [C:1]([C:5]1[CH:10]=[CH:9][C:8]([C:11]2[CH:12]=[CH:13][CH:14]=[C:15]3[C:19]=2[CH:18]=[C:17]([CH2:21][C:22]([CH3:25])([CH3:24])[CH3:23])[CH2:16]3)=[CH:7][CH:6]=1)([CH3:4])([CH3:3])[CH3:2]. The catalyst class is: 93. (7) Reactant: [OH:1][C:2]1[CH:3]=[CH:4][C:5]2[S:9][C:8](=[N:10][C:11](=[O:19])[C:12]3[CH:17]=[CH:16][C:15]([CH3:18])=[CH:14][CH:13]=3)[N:7]([CH:20]([CH2:25][CH3:26])[C:21]([O:23][CH3:24])=[O:22])[C:6]=2[CH:27]=1.I[CH2:29][CH2:30][CH3:31].C(=O)([O-])[O-].[K+].[K+]. Product: [CH3:18][C:15]1[CH:14]=[CH:13][C:12]([C:11]([N:10]=[C:8]2[N:7]([CH:20]([CH2:25][CH3:26])[C:21]([O:23][CH3:24])=[O:22])[C:6]3[CH:27]=[C:2]([O:1][CH2:29][CH2:30][CH3:31])[CH:3]=[CH:4][C:5]=3[S:9]2)=[O:19])=[CH:17][CH:16]=1. The catalyst class is: 9. (8) Reactant: [Br:1][C:2]1[CH:3]=[C:4]([NH:13][CH:14]2[CH2:19][CH2:18][S:17][CH2:16][CH2:15]2)[C:5]([CH3:12])=[C:6]([CH:11]=1)[C:7]([O:9][CH3:10])=[O:8].[CH:20](=O)[CH3:21].C(O)(=O)C.C(O[BH-](OC(=O)C)OC(=O)C)(=O)C.[Na+].C([O-])(O)=O.[Na+]. Product: [Br:1][C:2]1[CH:3]=[C:4]([N:13]([CH2:20][CH3:21])[CH:14]2[CH2:19][CH2:18][S:17][CH2:16][CH2:15]2)[C:5]([CH3:12])=[C:6]([CH:11]=1)[C:7]([O:9][CH3:10])=[O:8]. The catalyst class is: 68.